From a dataset of Reaction yield outcomes from USPTO patents with 853,638 reactions. Predict the reaction yield, written as a fraction of the theoretical maximum amount of product (1.0 means a 100% yield; for example, 0.34 means a 34% yield). (1) The reactants are F[C:2]1[CH:3]=[C:4]([CH:7]=[C:8]([N:10]2[CH2:16][CH2:15][CH2:14][C:13]3[O:17][C:18]([C:20]4[CH:25]=[CH:24][CH:23]=[CH:22][N:21]=4)=[N:19][C:12]=3[CH2:11]2)[CH:9]=1)C#N.BrC1C=CC=C([Cl:33])C=1. No catalyst specified. The product is [Cl:33][C:2]1[CH:9]=[C:8]([N:10]2[CH2:16][CH2:15][CH2:14][C:13]3[O:17][C:18]([C:20]4[CH:25]=[CH:24][CH:23]=[CH:22][N:21]=4)=[N:19][C:12]=3[CH2:11]2)[CH:7]=[CH:4][CH:3]=1. The yield is 0.0400. (2) The reactants are [C:1]([O:5][C:6]([NH:8][C@H:9]1[CH2:14][CH2:13][C@H:12]([N:15]([CH2:34][CH3:35])[C:16]2[C:17]([CH3:33])=[C:18]([C:29]([O:31][CH3:32])=[O:30])[CH:19]=[C:20]([C:22]3[CH:27]=[CH:26][C:25]([OH:28])=[CH:24][CH:23]=3)[CH:21]=2)[CH2:11][CH2:10]1)=[O:7])([CH3:4])([CH3:3])[CH3:2].Br[CH2:37][CH2:38][O:39][CH3:40].C([O-])([O-])=O.[Cs+].[Cs+].O. The catalyst is C(#N)C. The product is [C:1]([O:5][C:6]([NH:8][C@H:9]1[CH2:14][CH2:13][C@H:12]([N:15]([CH2:34][CH3:35])[C:16]2[C:17]([CH3:33])=[C:18]([C:29]([O:31][CH3:32])=[O:30])[CH:19]=[C:20]([C:22]3[CH:23]=[CH:24][C:25]([O:28][CH2:37][CH2:38][O:39][CH3:40])=[CH:26][CH:27]=3)[CH:21]=2)[CH2:11][CH2:10]1)=[O:7])([CH3:4])([CH3:3])[CH3:2]. The yield is 0.765.